This data is from Forward reaction prediction with 1.9M reactions from USPTO patents (1976-2016). The task is: Predict the product of the given reaction. (1) The product is: [F:1][C:2]1[CH:7]=[C:6]([F:8])[CH:5]=[CH:4][C:3]=1[N:9]1[N:17]=[C:16]([C:18]([OH:20])=[O:19])[C:15]2[CH2:14][C@H:13]3[CH2:23][C@H:11]([C:12]3([CH3:25])[CH3:24])[C:10]1=2. Given the reactants [F:1][C:2]1[CH:7]=[C:6]([F:8])[CH:5]=[CH:4][C:3]=1[N:9]1[N:17]=[C:16]([C:18]([O:20]CC)=[O:19])[C:15]2[CH2:14][C@H:13]3[CH2:23][C@H:11]([C:12]3([CH3:25])[CH3:24])[C:10]1=2.O.[OH-].[K+], predict the reaction product. (2) Given the reactants [I:1][C:2]1[CH:7]=[CH:6][C:5]([O:8][CH:9]([CH3:31])[CH2:10][O:11]C(C2C=CC=CC=2)(C2C=CC=CC=2)C2C=CC=CC=2)=[CH:4][CH:3]=1.FC(F)(F)C(O)=O, predict the reaction product. The product is: [I:1][C:2]1[CH:7]=[CH:6][C:5]([O:8][CH:9]([CH3:31])[CH2:10][OH:11])=[CH:4][CH:3]=1.